From a dataset of Catalyst prediction with 721,799 reactions and 888 catalyst types from USPTO. Predict which catalyst facilitates the given reaction. Reactant: [BH4-].[Na+].[F:3][CH2:4][CH2:5][N:6]1[C:11]2[CH:12]=[CH:13][C:14]([O:16][C:17]3[CH:18]=[C:19]([C:23](=[N:25][OH:26])[NH2:24])[CH:20]=[CH:21][CH:22]=3)=[CH:15][C:10]=2[S:9](=[O:28])(=[O:27])[N:8]=[CH:7]1.Cl. Product: [F:3][CH2:4][CH2:5][N:6]1[C:11]2[CH:12]=[CH:13][C:14]([O:16][C:17]3[CH:18]=[C:19]([C:23](=[N:25][OH:26])[NH2:24])[CH:20]=[CH:21][CH:22]=3)=[CH:15][C:10]=2[S:9](=[O:28])(=[O:27])[NH:8][CH2:7]1. The catalyst class is: 8.